Dataset: Experimentally validated miRNA-target interactions with 360,000+ pairs, plus equal number of negative samples. Task: Binary Classification. Given a miRNA mature sequence and a target amino acid sequence, predict their likelihood of interaction. (1) The protein sequence of the target gene is MVPVARPLSLLLTFFLCACAETPPRFTRTPVDQTGVSGGVASFICQATGDPRPKIVWNKKGKKVSNQRFEVIEFDDGSGSVLRIQPLRTPRDEAIYECVASNNVGEISVSTRLTVLREDQIPRGFPTIDMGPQLKVVERTRTATMLCAASGNPDPEITWFKDFLPVDTSNNNGRIKQLRSESIGGTPIRGALQIEQSEESDQGKYECVATNSAGTRYSAPANLYVRELREVRRVPPRFSIPPTNHEIMPGGSVNITCVAVGSPMPYVKWMLGAEDLTPEDDMPIGRNVLELNDVRQSANY.... Result: 1 (interaction). The miRNA is mmu-miR-15a-5p with sequence UAGCAGCACAUAAUGGUUUGUG. (2) The miRNA is mmu-miR-425-5p with sequence AAUGACACGAUCACUCCCGUUGA. The protein sequence of the target gene is MAMNYSAKDEVDGGPAGPPGGAAKTRRPDNTAFKQQRLPAWQPILTAGTVLPTFFIIGLIFIPIGIGIFVTSNNIREIEIDYTGTEPSSPCNKCLSPNVTSCACTINFTLKQSFEGNVFMYYGLSNFYQNHRRYVKSRDDSQLNGDPSALLNPSKECEPYRRNEDRPIAPCGAIANSMFNDTLELYLVANESDPKPIPIPLKKKGIAWWTDKNVKFRNPPGKESLEEKFKDTIKPVNWHKAVYELDPEDESNNGFINEDFIVWMRTAALPTFRKLYRLIERRDDLHPTLPAGQYFLNITY.... Result: 1 (interaction). (3) The miRNA is hsa-miR-4472 with sequence GGUGGGGGGUGUUGUUUU. The protein sequence of the target gene is MASVSALTEELDSITSELHAVEIQIQELTERQQELIQKKKVLTKKIKQCLEDSDAGASNEYDSSPAAWNKEDFPWSGKVKDILQNVFKLEKFRPLQLETINVTMAGKEVFLVMPTGGGKSLCYQLPALCSDGFTLVICPLISLMEDQLMVLKQLGISATMLNASSSKEHVKWVHAEMVNKNSELKLIYVTPEKIAKSKMFMSRLEKAYEARRFTRIAVDEVHCCSQWGHDFRPDYKALGILKRQFPNASLIGLTATATNHVLTDAQKILCIEKCFTFTASFNRPNLYYEVRQKPSNTEDF.... Result: 0 (no interaction). (4) The miRNA is hsa-miR-1470 with sequence GCCCUCCGCCCGUGCACCCCG. The protein sequence of the target gene is MARTAPVEPPLRHSAPPSPAAGEPRTSVEAAVAPRRVLFADEALGLPLAQLRRYRPWGGPGAGKMAAAAGQDGGGGGGADEDDDGEDGDEGEEEEEACPEPSPLCPVPAGGGFYLVPTFSLPPAPGRLERLGRVMVELEALLPPPGAVPGGAGVWVPGGRPPVLRGLVRVLNRSFEKAVHVRASHDGWASFCDHPARYVPRSPPWAGAGGTGAGDPILDPGLGLGPGQASASSPDDGGRTDRFAFQLPFAEGAGDGARLDFVVRYETPEGTFWANNHGRNYTVLLRIAPAPTPTDAEGLP.... Result: 0 (no interaction).